From a dataset of Forward reaction prediction with 1.9M reactions from USPTO patents (1976-2016). Predict the product of the given reaction. (1) Given the reactants CN1C(CC2C=CN=C(N3CCN([C:20]([O:22]CC4C=CC=CC=4)=[O:21])CC3)C=2)=NC([C:30]2[O:34][N:33]=[C:32]([C:35]3[CH:40]=[CH:39][C:38]([O:41][C:42]([F:45])([F:44])[F:43])=[CH:37][CH:36]=3)[N:31]=2)=N1, predict the reaction product. The product is: [CH:20]([OH:22])=[O:21].[F:45][C:42]([F:43])([F:44])[O:41][C:38]1[CH:37]=[CH:36][C:35]([C:32]2[N:31]=[CH:30][O:34][N:33]=2)=[CH:40][CH:39]=1. (2) The product is: [F:20][C:21]1[CH:29]=[CH:28][CH:27]=[C:26]([F:30])[C:22]=1[C:23]([NH:17][C:14]1[CH:13]=[N:12][C:11]([C:9]2[C:8]([CH3:18])=[CH:7][C:4]3[O:5][CH2:6][C:2]([CH3:19])([CH3:1])[C:3]=3[CH:10]=2)=[CH:16][N:15]=1)=[O:24]. Given the reactants [CH3:1][C:2]1([CH3:19])[CH2:6][O:5][C:4]2[CH:7]=[C:8]([CH3:18])[C:9]([C:11]3[N:12]=[CH:13][C:14]([NH2:17])=[N:15][CH:16]=3)=[CH:10][C:3]1=2.[F:20][C:21]1[CH:29]=[CH:28][CH:27]=[C:26]([F:30])[C:22]=1[C:23](Cl)=[O:24].CCN(C(C)C)C(C)C.C([O-])(O)=O.[Na+].C(Cl)Cl, predict the reaction product. (3) Given the reactants [C:1]([Cl:4])(=O)C.Br.[NH2:6][CH:7]([CH2:11][CH2:12][Br:13])[C:8]([OH:10])=[O:9], predict the reaction product. The product is: [ClH:4].[Br:13][CH2:12][CH2:11][CH:7]([NH2:6])[C:8]([O:10][CH3:1])=[O:9]. (4) Given the reactants [CH2:1]([O:3][C:4](=[O:16])[CH2:5][O:6][C:7]1[CH:12]=[CH:11][C:10]([Br:13])=[CH:9][C:8]=1[CH:14]=O)[CH3:2].[S:17]1[CH2:21][C:20](=[O:22])[NH:19][C:18]1=[O:23].C([O-])(=O)C.[NH4+], predict the reaction product. The product is: [CH2:1]([O:3][C:4](=[O:16])[CH2:5][O:6][C:7]1[CH:12]=[CH:11][C:10]([Br:13])=[CH:9][C:8]=1[CH:14]=[C:21]1[S:17][C:18](=[O:23])[NH:19][C:20]1=[O:22])[CH3:2]. (5) Given the reactants [Br:1][C:2]1[CH:8]=[C:7]([OH:9])[C:6]([Br:10])=[CH:5][C:3]=1[OH:4].[N+]([O-])([O-])=O.[NH4+].[Ce], predict the reaction product. The product is: [Br:1][C:2]1[C:3](=[O:4])[CH:5]=[C:6]([Br:10])[C:7](=[O:9])[CH:8]=1. (6) Given the reactants C[O:2][C:3]([C:5]1[CH:6]=[C:7]([NH:11][C:12]2[N:17]=[C:16]([NH:18][C:19]3[CH:24]=[CH:23][CH:22]=[C:21]([C:25]([O:27]C)=[O:26])[CH:20]=3)[C:15]([F:29])=[CH:14][N:13]=2)[CH:8]=[CH:9][CH:10]=1)=[O:4].[OH-].[Na+], predict the reaction product. The product is: [C:3]([C:5]1[CH:6]=[C:7]([NH:11][C:12]2[N:17]=[C:16]([NH:18][C:19]3[CH:24]=[CH:23][CH:22]=[C:21]([C:25]([OH:27])=[O:26])[CH:20]=3)[C:15]([F:29])=[CH:14][N:13]=2)[CH:8]=[CH:9][CH:10]=1)([OH:4])=[O:2]. (7) Given the reactants Cl[Sn]Cl.[CH3:4][O:5][C:6]1[C:11]2[O:12][CH2:13][C:14]3[CH:30]=[CH:29][CH:28]=[CH:27][C:15]=3[C:16](=[CH:17][C:18]3[CH:23]=[CH:22][CH:21]=[C:20]([N+:24]([O-])=O)[CH:19]=3)[C:10]=2[CH:9]=[CH:8][CH:7]=1, predict the reaction product. The product is: [CH3:4][O:5][C:6]1[C:11]2[O:12][CH2:13][C:14]3[CH:30]=[CH:29][CH:28]=[CH:27][C:15]=3[C:16](=[CH:17][C:18]3[CH:19]=[C:20]([NH2:24])[CH:21]=[CH:22][CH:23]=3)[C:10]=2[CH:9]=[CH:8][CH:7]=1.